This data is from Full USPTO retrosynthesis dataset with 1.9M reactions from patents (1976-2016). The task is: Predict the reactants needed to synthesize the given product. (1) Given the product [Cl:26][C:10]1[C:9]2[C:5]([CH2:4][C:3]([OH:28])=[O:2])=[C:6]([CH3:27])[S:7][C:8]=2[CH:13]=[C:12]([O:14][CH2:15][C:16]2[N:20]([CH3:21])[N:19]=[C:18]([C:22]([F:24])([F:23])[F:25])[CH:17]=2)[CH:11]=1, predict the reactants needed to synthesize it. The reactants are: C[O:2][C:3](=[O:28])[CH2:4][C:5]1[C:9]2[C:10]([Cl:26])=[CH:11][C:12]([O:14][CH2:15][C:16]3[N:20]([CH3:21])[N:19]=[C:18]([C:22]([F:25])([F:24])[F:23])[CH:17]=3)=[CH:13][C:8]=2[S:7][C:6]=1[CH3:27].C1COCC1.[OH-].[Na+].Cl. (2) Given the product [F:11][C:10]([F:13])([F:12])[C:9]([NH:8][C:6]([C:5]1[CH:4]=[C:3]([CH:18]=[CH:17][CH:16]=1)[CH2:2][N:22]1[CH2:21][CH2:20][N:19]([C:25]([O:27][C:28]([CH3:31])([CH3:30])[CH3:29])=[O:26])[CH2:24][CH2:23]1)=[O:7])([CH3:15])[CH3:14], predict the reactants needed to synthesize it. The reactants are: Cl[CH2:2][C:3]1[CH:4]=[C:5]([CH:16]=[CH:17][CH:18]=1)[C:6]([NH:8][C:9]([CH3:15])([CH3:14])[C:10]([F:13])([F:12])[F:11])=[O:7].[N:19]1([C:25]([O:27][C:28]([CH3:31])([CH3:30])[CH3:29])=[O:26])[CH2:24][CH2:23][NH:22][CH2:21][CH2:20]1.[I-].[Na+].C(N(CC)CC)C. (3) The reactants are: [NH2:1][C:2]1[CH:3]=[CH:4][C:5]([F:29])=[C:6]([C@:8]2([CH3:28])[CH2:13][N:12]3[C:14]([C:18]#[N:19])=[C:15]([Cl:17])[N:16]=[C:11]3[C:10]([NH:20][C:21](=[O:27])[O:22][C:23]([CH3:26])([CH3:25])[CH3:24])=[N:9]2)[CH:7]=1.[C:30]([C:32]1[CH:33]=[CH:34][C:35]([C:38](O)=[O:39])=[N:36][CH:37]=1)#[N:31]. Given the product [Cl:17][C:15]1[N:16]=[C:11]2[C:10]([NH:20][C:21](=[O:27])[O:22][C:23]([CH3:25])([CH3:24])[CH3:26])=[N:9][C@@:8]([C:6]3[CH:7]=[C:2]([NH:1][C:38]([C:35]4[CH:34]=[CH:33][C:32]([C:30]#[N:31])=[CH:37][N:36]=4)=[O:39])[CH:3]=[CH:4][C:5]=3[F:29])([CH3:28])[CH2:13][N:12]2[C:14]=1[C:18]#[N:19], predict the reactants needed to synthesize it. (4) Given the product [CH2:1]([C:3]1[N:4]([CH2:13][C:14]2[CH:33]=[CH:32][C:17]3/[C:18](=[C:28](/[CH3:31])\[C:29]#[N:30])/[C:19]4[CH:26]=[CH:25][C:24]([F:27])=[CH:23][C:20]=4[O:21][CH2:22][C:16]=3[CH:15]=2)[C:5]2[CH:11]=[CH:10][CH:9]=[CH:8][C:6]=2[N:7]=1)[CH3:2], predict the reactants needed to synthesize it. The reactants are: [CH2:1]([C:3]1[NH:7][C:6]2[CH:8]=[CH:9][CH:10]=[CH:11][C:5]=2[N:4]=1)[CH3:2].Br[CH2:13][C:14]1[CH:33]=[CH:32][C:17]2/[C:18](=[C:28](/[CH3:31])\[C:29]#[N:30])/[C:19]3[CH:26]=[CH:25][C:24]([F:27])=[CH:23][C:20]=3[O:21][CH2:22][C:16]=2[CH:15]=1. (5) The reactants are: [S:1]1[CH:5]=[CH:4][C:3]2[CH2:6][C:7]3[CH:11]=[CH:10][S:9][C:8]=3[C:2]1=2.[OH-].[K+].[I-].[Na+].[CH2:16](Br)[CH2:17][CH2:18][CH2:19][CH2:20][CH3:21]. Given the product [CH2:16]([C:6]1([CH2:7][CH2:8][CH2:2][CH2:3][CH2:4][CH3:5])[C:7]2[CH:11]=[CH:10][S:9][C:8]=2[C:2]2[S:1][CH:5]=[CH:4][C:3]1=2)[CH2:17][CH2:18][CH2:19][CH2:20][CH3:21], predict the reactants needed to synthesize it.